This data is from TCR-epitope binding with 47,182 pairs between 192 epitopes and 23,139 TCRs. The task is: Binary Classification. Given a T-cell receptor sequence (or CDR3 region) and an epitope sequence, predict whether binding occurs between them. (1) The epitope is EEHVQIHTI. The TCR CDR3 sequence is CASSGTGVSPLHF. Result: 0 (the TCR does not bind to the epitope). (2) The epitope is FVDGVPFVV. The TCR CDR3 sequence is CASSYGGVQETQYF. Result: 1 (the TCR binds to the epitope).